This data is from Reaction yield outcomes from USPTO patents with 853,638 reactions. The task is: Predict the reaction yield, written as a fraction of the theoretical maximum amount of product (1.0 means a 100% yield; for example, 0.34 means a 34% yield). (1) The reactants are Br[C:2]1[CH:8]=[C:7]([F:9])[C:6]([N+:10]([O-:12])=[O:11])=[CH:5][C:3]=1[NH2:4].[C:13](B1OC(C)(C)C(C)(C)O1)([CH3:15])=[CH2:14].P(C1CCCCC1)(C1CCCCC1)C1CCCCC1.C([O-])([O-])=O.[Cs+].[Cs+]. The catalyst is C1(C)C=CC=CC=1.O.CC([O-])=O.CC([O-])=O.[Pd+2]. The product is [F:9][C:7]1[C:6]([N+:10]([O-:12])=[O:11])=[CH:5][C:3]([NH2:4])=[C:2]([C:13]([CH3:15])=[CH2:14])[CH:8]=1. The yield is 0.640. (2) The reactants are [OH:1][C@H:2]1[CH2:24][CH2:23][C@@:22]2([CH3:25])[C:4](=[CH:5][CH2:6][C@@H:7]3[C@@H:21]2[CH2:20][C@@H:19]([OH:26])[C@@:18]2([CH3:27])[C@@:8]43[O:28][CH:9]4[CH2:10][C@@H:11]2[C:12]2([O:17][CH2:16][CH2:15][O:14]2)[CH3:13])[CH2:3]1.[H-].[Al+3].[Li+].[H-].[H-].[H-].O.[OH-].[Na+]. The catalyst is O1CCCC1. The product is [OH:1][C@H:2]1[CH2:24][CH2:23][C@@:22]2([CH3:25])[C:4](=[CH:5][CH2:6][C@@H:7]3[C@@H:21]2[CH2:20][C@@H:19]([OH:26])[C@@:18]2([CH3:27])[C@:8]3([OH:28])[CH2:9][CH2:10][C@@H:11]2[C:12]2([O:17][CH2:16][CH2:15][O:14]2)[CH3:13])[CH2:3]1. The yield is 0.830.